Dataset: Catalyst prediction with 721,799 reactions and 888 catalyst types from USPTO. Task: Predict which catalyst facilitates the given reaction. Reactant: [CH2:1]([C:3]1[CH:4]=[C:5]2[C:9](=[CH:10][C:11]=1[CH2:12][CH3:13])[CH2:8][CH:7]([NH:14][CH2:15][C@@H:16]([C:18]1[CH:27]=[CH:26][C:25]([OH:28])=[C:24]3[C:19]=1[CH:20]=[CH:21][C:22](=[O:29])[NH:23]3)[OH:17])[CH2:6]2)[CH3:2].[C:30]([OH:37])(=[O:36])/[CH:31]=[CH:32]/[C:33]([OH:35])=[O:34]. Product: [C:30]([OH:37])(=[O:36])/[CH:31]=[CH:32]/[C:33]([OH:35])=[O:34].[CH2:12]([C:11]1[CH:10]=[C:9]2[C:5](=[CH:4][C:3]=1[CH2:1][CH3:2])[CH2:6][CH:7]([NH:14][CH2:15][C@@H:16]([C:18]1[CH:27]=[CH:26][C:25]([OH:28])=[C:24]3[C:19]=1[CH:20]=[CH:21][C:22](=[O:29])[NH:23]3)[OH:17])[CH2:8]2)[CH3:13]. The catalyst class is: 5.